Dataset: NCI-60 drug combinations with 297,098 pairs across 59 cell lines. Task: Regression. Given two drug SMILES strings and cell line genomic features, predict the synergy score measuring deviation from expected non-interaction effect. (1) Drug 1: C1=NC2=C(N=C(N=C2N1C3C(C(C(O3)CO)O)F)Cl)N. Drug 2: CNC(=O)C1=NC=CC(=C1)OC2=CC=C(C=C2)NC(=O)NC3=CC(=C(C=C3)Cl)C(F)(F)F. Cell line: A549. Synergy scores: CSS=3.96, Synergy_ZIP=-3.39, Synergy_Bliss=-5.16, Synergy_Loewe=-21.3, Synergy_HSA=-7.42. (2) Drug 1: C1=NC2=C(N1)C(=S)N=C(N2)N. Drug 2: CN1C(=O)N2C=NC(=C2N=N1)C(=O)N. Cell line: ACHN. Synergy scores: CSS=46.7, Synergy_ZIP=-1.28, Synergy_Bliss=-0.844, Synergy_Loewe=-33.5, Synergy_HSA=-2.26. (3) Drug 1: C1=CC(=C2C(=C1NCCNCCO)C(=O)C3=C(C=CC(=C3C2=O)O)O)NCCNCCO. Drug 2: CC1C(C(CC(O1)OC2CC(CC3=C2C(=C4C(=C3O)C(=O)C5=CC=CC=C5C4=O)O)(C(=O)C)O)N)O. Cell line: NCI-H522. Synergy scores: CSS=63.6, Synergy_ZIP=1.67, Synergy_Bliss=4.46, Synergy_Loewe=5.78, Synergy_HSA=7.73.